Dataset: Forward reaction prediction with 1.9M reactions from USPTO patents (1976-2016). Task: Predict the product of the given reaction. (1) Given the reactants [CH3:1][O:2][C:3]1[CH:4]=[C:5]2[C:10](=[CH:11][CH:12]=1)[CH:9]=[C:8]([CH2:13][CH2:14][CH2:15][C:16](=[O:18])[CH3:17])[CH:7]=[CH:6]2.[C:19](OCC)(=[O:25])[C:20]([O:22][CH2:23][CH3:24])=[O:21].[O-]CC.[Na+], predict the reaction product. The product is: [CH3:1][O:2][C:3]1[CH:4]=[C:5]2[C:10](=[CH:11][CH:12]=1)[CH:9]=[C:8]([CH2:13][CH2:14][CH2:15][C:16](=[O:18])[CH2:17][C:19](=[O:25])[C:20]([O:22][CH2:23][CH3:24])=[O:21])[CH:7]=[CH:6]2. (2) Given the reactants [Br:1][C:2]1[C:3](Cl)=[N:4][C:5]([NH:8][C:9]2[CH:14]=[CH:13][C:12]([S:15]([CH3:18])(=[NH:17])=[O:16])=[CH:11][CH:10]=2)=[N:6][CH:7]=1.C(N(CC)CC)C.[SH:27][CH:28]([CH2:31][CH3:32])[CH2:29][OH:30], predict the reaction product. The product is: [Br:1][C:2]1[C:3]([S:27][CH:28]([CH2:29][OH:30])[CH2:31][CH3:32])=[N:4][C:5]([NH:8][C:9]2[CH:14]=[CH:13][C:12]([S:15]([CH3:18])(=[NH:17])=[O:16])=[CH:11][CH:10]=2)=[N:6][CH:7]=1.